From a dataset of Peptide-MHC class II binding affinity with 134,281 pairs from IEDB. Regression. Given a peptide amino acid sequence and an MHC pseudo amino acid sequence, predict their binding affinity value. This is MHC class II binding data. The binding affinity (normalized) is 0.263. The MHC is HLA-DQA10201-DQB10303 with pseudo-sequence HLA-DQA10201-DQB10303. The peptide sequence is MSGRKAQGKTLGVNM.